The task is: Regression. Given two drug SMILES strings and cell line genomic features, predict the synergy score measuring deviation from expected non-interaction effect.. This data is from NCI-60 drug combinations with 297,098 pairs across 59 cell lines. (1) Drug 2: C(CCl)NC(=O)N(CCCl)N=O. Synergy scores: CSS=22.3, Synergy_ZIP=-0.613, Synergy_Bliss=-0.253, Synergy_Loewe=-0.891, Synergy_HSA=2.41. Cell line: PC-3. Drug 1: C1C(C(OC1N2C=NC3=C(N=C(N=C32)Cl)N)CO)O. (2) Drug 1: CCCCCOC(=O)NC1=NC(=O)N(C=C1F)C2C(C(C(O2)C)O)O. Drug 2: C1C(C(OC1N2C=NC3=C2NC=NCC3O)CO)O. Cell line: K-562. Synergy scores: CSS=1.44, Synergy_ZIP=1.58, Synergy_Bliss=2.05, Synergy_Loewe=-2.04, Synergy_HSA=-0.997. (3) Drug 1: CN(C(=O)NC(C=O)C(C(C(CO)O)O)O)N=O. Drug 2: C1C(C(OC1N2C=NC3=C2NC=NCC3O)CO)O. Cell line: U251. Synergy scores: CSS=60.7, Synergy_ZIP=2.56, Synergy_Bliss=-0.343, Synergy_Loewe=-1.75, Synergy_HSA=0.156. (4) Drug 1: C1=CC(=CC=C1CC(C(=O)O)N)N(CCCl)CCCl.Cl. Drug 2: CC1C(C(=O)NC(C(=O)N2CCCC2C(=O)N(CC(=O)N(C(C(=O)O1)C(C)C)C)C)C(C)C)NC(=O)C3=C4C(=C(C=C3)C)OC5=C(C(=O)C(=C(C5=N4)C(=O)NC6C(OC(=O)C(N(C(=O)CN(C(=O)C7CCCN7C(=O)C(NC6=O)C(C)C)C)C)C(C)C)C)N)C. Cell line: PC-3. Synergy scores: CSS=5.27, Synergy_ZIP=-3.18, Synergy_Bliss=2.60, Synergy_Loewe=1.68, Synergy_HSA=1.27. (5) Drug 1: CC1CCC2CC(C(=CC=CC=CC(CC(C(=O)C(C(C(=CC(C(=O)CC(OC(=O)C3CCCCN3C(=O)C(=O)C1(O2)O)C(C)CC4CCC(C(C4)OC)OCCO)C)C)O)OC)C)C)C)OC. Drug 2: CC1C(C(CC(O1)OC2CC(CC3=C2C(=C4C(=C3O)C(=O)C5=CC=CC=C5C4=O)O)(C(=O)C)O)N)O. Cell line: M14. Synergy scores: CSS=44.1, Synergy_ZIP=-1.50, Synergy_Bliss=-1.67, Synergy_Loewe=0.897, Synergy_HSA=1.90.